This data is from Full USPTO retrosynthesis dataset with 1.9M reactions from patents (1976-2016). The task is: Predict the reactants needed to synthesize the given product. (1) Given the product [Cl:26][C:27]1[N:32]=[C:31]([NH:15][C@@H:16]([C:19]2[CH:24]=[CH:23][CH:22]=[CH:21][C:20]=2[F:25])[CH2:17][OH:18])[C:30]([Cl:34])=[CH:29][N:28]=1, predict the reactants needed to synthesize it. The reactants are: CC(O)C.CCN(C(C)C)C(C)C.Cl.[NH2:15][C@@H:16]([C:19]1[CH:24]=[CH:23][CH:22]=[CH:21][C:20]=1[F:25])[CH2:17][OH:18].[Cl:26][C:27]1[N:32]=[C:31](Cl)[C:30]([Cl:34])=[CH:29][N:28]=1. (2) Given the product [Cl:1][C:2]1[CH:7]=[CH:6][C:5]([S:8]([N:11]2[C:20]3[CH:19]=[CH:18][CH:17]=[CH:16][C:15]=3[C:14]3=[N:29][NH:30][C:22]([C:23]([O:25][CH2:26][CH3:27])=[O:24])=[C:13]3[CH2:12]2)(=[O:10])=[O:9])=[CH:4][CH:3]=1, predict the reactants needed to synthesize it. The reactants are: [Cl:1][C:2]1[CH:7]=[CH:6][C:5]([S:8]([N:11]2[C:20]3[C:15](=[CH:16][CH:17]=[CH:18][CH:19]=3)[C:14](=O)[CH:13]([C:22](=O)[C:23]([O:25][CH2:26][CH3:27])=[O:24])[CH2:12]2)(=[O:10])=[O:9])=[CH:4][CH:3]=1.[NH2:29][NH2:30]. (3) The reactants are: [Cl:1][C:2]1[CH:12]=[C:11]([F:13])[C:10]([F:14])=[CH:9][C:3]=1[C:4]([N:6]=[C:7]=[O:8])=[O:5].Cl.[NH2:16][C:17]1[CH:22]=[CH:21][C:20]([C:23]2[NH:27][C:26](=[O:28])[O:25][N:24]=2)=[CH:19][C:18]=1[O:29][C:30]([F:33])([F:32])[F:31].CCN(C(C)C)C(C)C. Given the product [Cl:1][C:2]1[CH:12]=[C:11]([F:13])[C:10]([F:14])=[CH:9][C:3]=1[C:4]([NH:6][C:7]([NH:16][C:17]1[CH:22]=[CH:21][C:20]([C:23]2[NH:27][C:26](=[O:28])[O:25][N:24]=2)=[CH:19][C:18]=1[O:29][C:30]([F:31])([F:33])[F:32])=[O:8])=[O:5], predict the reactants needed to synthesize it. (4) Given the product [C:16]([C:15]1[CH:18]=[CH:19][C:12]([N:11]([CH2:24][C:25]([F:26])([F:27])[F:28])[CH2:10][CH2:9][O:8][C:5]2[CH:6]=[CH:7][C:2]([NH:1][C:34]([NH2:33])=[O:35])=[CH:3][CH:4]=2)=[CH:13][C:14]=1[C:20]([F:21])([F:22])[F:23])#[N:17], predict the reactants needed to synthesize it. The reactants are: [NH2:1][C:2]1[CH:7]=[CH:6][C:5]([O:8][CH2:9][CH2:10][N:11]([CH2:24][C:25]([F:28])([F:27])[F:26])[C:12]2[CH:19]=[CH:18][C:15]([C:16]#[N:17])=[C:14]([C:20]([F:23])([F:22])[F:21])[CH:13]=2)=[CH:4][CH:3]=1.[Si]([N:33]=[C:34]=[O:35])(C)(C)C.